Task: Predict the reactants needed to synthesize the given product.. Dataset: Full USPTO retrosynthesis dataset with 1.9M reactions from patents (1976-2016) (1) Given the product [F:1][C:2]1[CH:3]=[CH:4][C:5]([O:28][CH3:29])=[C:6]([C:8]2[CH:13]=[CH:12][N:11]=[C:10]3[NH:14][C:15]([C:17]4[CH2:22][CH2:21][N:20]([S:23]([CH2:26][CH2:27][N:30]5[CH2:35][CH2:34][O:33][CH2:32][CH2:31]5)(=[O:24])=[O:25])[CH2:19][CH:18]=4)=[CH:16][C:9]=23)[CH:7]=1, predict the reactants needed to synthesize it. The reactants are: [F:1][C:2]1[CH:3]=[CH:4][C:5]([O:28][CH3:29])=[C:6]([C:8]2[CH:13]=[CH:12][N:11]=[C:10]3[NH:14][C:15]([C:17]4[CH2:18][CH2:19][N:20]([S:23]([CH:26]=[CH2:27])(=[O:25])=[O:24])[CH2:21][CH:22]=4)=[CH:16][C:9]=23)[CH:7]=1.[NH:30]1[CH2:35][CH2:34][O:33][CH2:32][CH2:31]1. (2) Given the product [CH3:1][C:2]1[N:3]([CH2:12][CH2:13][N:14]2[CH2:18][CH2:17][CH2:16][CH2:15]2)[C:4]2[C:9]([CH:10]=1)=[CH:8][C:7]([NH:11][C:22]([C:24]1[S:25][CH:26]=[CH:27][CH:28]=1)=[NH:23])=[CH:6][CH:5]=2, predict the reactants needed to synthesize it. The reactants are: [CH3:1][C:2]1[N:3]([CH2:12][CH2:13][N:14]2[CH2:18][CH2:17][CH2:16][CH2:15]2)[C:4]2[C:9]([CH:10]=1)=[CH:8][C:7]([NH2:11])=[CH:6][CH:5]=2.I.CS[C:22]([C:24]1[S:25][CH:26]=[CH:27][CH:28]=1)=[NH:23]. (3) Given the product [CH3:1][O:2][C:3](=[O:16])[C:4]1[CH:9]=[C:8]([CH2:10][C:11]([F:14])([F:13])[CH3:12])[N:7]=[C:6]([NH:73][C@H:69]([CH2:71][CH3:72])[CH3:70])[CH:5]=1, predict the reactants needed to synthesize it. The reactants are: [CH3:1][O:2][C:3](=[O:16])[C:4]1[CH:9]=[C:8]([CH2:10][C:11]([F:14])([F:13])[CH3:12])[N:7]=[C:6](Cl)[CH:5]=1.C1(P(C2C=CC=CC=2)C2C=CC3C(=CC=CC=3)C=2C2C3C(=CC=CC=3)C=CC=2P(C2C=CC=CC=2)C2C=CC=CC=2)C=CC=CC=1.C(=O)([O-])[O-].[Cs+].[Cs+].[C@@H:69]([NH2:73])([CH2:71][CH3:72])[CH3:70].